This data is from Reaction yield outcomes from USPTO patents with 853,638 reactions. The task is: Predict the reaction yield, written as a fraction of the theoretical maximum amount of product (1.0 means a 100% yield; for example, 0.34 means a 34% yield). The reactants are O(C1C=CC=CC=1)C1C=CC=CC=1.[CH3:14][O:15][C:16]1[CH:17]=[C:18]([NH:22][CH:23]=[C:24]2[C:29](=[O:30])OC(C)(C)OC2=O)[CH:19]=[CH:20][CH:21]=1. No catalyst specified. The product is [CH3:14][O:15][C:16]1[CH:17]=[C:18]2[C:19]([C:29]([OH:30])=[CH:24][CH:23]=[N:22]2)=[CH:20][CH:21]=1. The yield is 0.300.